Dataset: Catalyst prediction with 721,799 reactions and 888 catalyst types from USPTO. Task: Predict which catalyst facilitates the given reaction. (1) Reactant: [Cl:1][C:2]1[C:7](B2OC(C)(C)C(C)(C)O2)=[CH:6][N:5]=[C:4]2[N:17](COCC[Si](C)(C)C)[CH:18]=[C:19]([C:20]3[CH:25]=[CH:24][CH:23]=[CH:22][C:21]=3[O:26][CH3:27])[C:3]=12.Br[C:37]1[CH:38]=[C:39]([CH:43]([OH:49])[C:44]([N:46]([CH3:48])[CH3:47])=[O:45])[CH:40]=[N:41][CH:42]=1.C([O-])([O-])=O.[Na+].[Na+]. Product: [Cl:1][C:2]1[C:7]([C:37]2[CH:38]=[C:39]([CH:43]([OH:49])[C:44]([N:46]([CH3:47])[CH3:48])=[O:45])[CH:40]=[N:41][CH:42]=2)=[CH:6][N:5]=[C:4]2[NH:17][CH:18]=[C:19]([C:20]3[CH:25]=[CH:24][CH:23]=[CH:22][C:21]=3[O:26][CH3:27])[C:3]=12. The catalyst class is: 10. (2) Reactant: C[C:2]1[C:3](Cl)=[C:4]([Cl:20])C(C(O)=O)=[N:6][C:7]=1[O:8][C:9]1[CH:14]=[C:13]([Cl:15])[CH:12]=[C:11]([Cl:16])[CH:10]=1.[N-:22]=[N+]=[N-].[Na+].[BH4-].[Na+].[C:28]([O:31][CH2:32]C)(=[O:30])[CH3:29]. Product: [NH2:22][C:3]1[CH:2]=[C:7]([O:8][C:9]2[CH:14]=[C:13]([Cl:15])[CH:12]=[C:11]([Cl:16])[CH:10]=2)[N:6]=[C:29]([C:28]([O:31][CH3:32])=[O:30])[C:4]=1[Cl:20]. The catalyst class is: 18. (3) Reactant: [Br:1][C:2]1[CH:10]=[CH:9][C:5]([C:6]([OH:8])=O)=[CH:4][C:3]=1[Cl:11].S(Cl)(Cl)=O.[CH:16]1[CH:21]=[CH:20][CH:19]=[CH:18][CH:17]=1.[Cl-].[Cl-].[Cl-].[Al+3].Cl. Product: [Br:1][C:2]1[CH:10]=[CH:9][C:5]([C:6]([C:16]2[CH:21]=[CH:20][CH:19]=[CH:18][CH:17]=2)=[O:8])=[CH:4][C:3]=1[Cl:11]. The catalyst class is: 3. (4) Reactant: [N:1]1([CH2:6][CH2:7][CH2:8][NH2:9])[CH2:5][CH2:4][CH2:3][CH2:2]1.[OH-].[Na+].[Br:12][C:13]1[CH:14]=[C:15]([CH:19]=[CH:20][CH:21]=1)[C:16](Cl)=[O:17]. Product: [Br:12][C:13]1[CH:14]=[C:15]([CH:19]=[CH:20][CH:21]=1)[C:16]([NH:9][CH2:8][CH2:7][CH2:6][N:1]1[CH2:5][CH2:4][CH2:3][CH2:2]1)=[O:17]. The catalyst class is: 4.